From a dataset of Forward reaction prediction with 1.9M reactions from USPTO patents (1976-2016). Predict the product of the given reaction. (1) The product is: [CH3:1][O:2][C:3]([C@:5]1([CH3:18])[CH2:9][C@H:8]([NH:10][C:30]([C:21]2[CH:22]=[CH:23][C:24]3[C:29](=[CH:28][CH:27]=[CH:26][CH:25]=3)[C:20]=2[OH:19])=[O:31])[CH2:7][N:6]1[CH2:11][CH:12]1[CH2:17][CH2:16][CH2:15][CH2:14][CH2:13]1)=[O:4]. Given the reactants [CH3:1][O:2][C:3]([C@:5]1([CH3:18])[CH2:9][C@H:8]([NH2:10])[CH2:7][N:6]1[CH2:11][CH:12]1[CH2:17][CH2:16][CH2:15][CH2:14][CH2:13]1)=[O:4].[OH:19][C:20]1[C:29]2[C:24](=[CH:25][CH:26]=[CH:27][CH:28]=2)[CH:23]=[CH:22][C:21]=1[C:30](O)=[O:31], predict the reaction product. (2) Given the reactants C(OC([NH:8][C@@H:9]([CH2:38][C:39]1[CH:44]=[CH:43][CH:42]=[CH:41][CH:40]=1)[C@@H:10]([OH:37])[CH2:11][C@@H:12]([NH:26][C:27](=[O:36])[O:28][CH2:29][C:30]1[CH:35]=[CH:34][CH:33]=[CH:32][CH:31]=1)[CH2:13][C:14]1[CH:19]=[CH:18][C:17]([C:20]2[CH:25]=[CH:24][CH:23]=[CH:22][N:21]=2)=[CH:16][CH:15]=1)=O)(C)(C)C.Cl, predict the reaction product. The product is: [NH2:8][C@@H:9]([CH2:38][C:39]1[CH:40]=[CH:41][CH:42]=[CH:43][CH:44]=1)[C@@H:10]([OH:37])[CH2:11][C@@H:12]([NH:26][C:27](=[O:36])[O:28][CH2:29][C:30]1[CH:31]=[CH:32][CH:33]=[CH:34][CH:35]=1)[CH2:13][C:14]1[CH:15]=[CH:16][C:17]([C:20]2[CH:25]=[CH:24][CH:23]=[CH:22][N:21]=2)=[CH:18][CH:19]=1. (3) Given the reactants [CH2:1]([O:8][C:9]([N:11]1[CH2:15][C@H:14]([O:16][CH2:17][C:18]2[CH:23]=[CH:22][C:21]([O:24][CH3:25])=[CH:20][CH:19]=2)[CH2:13][C@H:12]1[C:26](O)=[O:27])=[O:10])[C:2]1[CH:7]=[CH:6][CH:5]=[CH:4][CH:3]=1.N, predict the reaction product. The product is: [CH2:1]([O:8][C:9]([N:11]1[CH2:15][C@H:14]([O:16][CH2:17][C:18]2[CH:23]=[CH:22][C:21]([O:24][CH3:25])=[CH:20][CH:19]=2)[CH2:13][C@H:12]1[CH2:26][OH:27])=[O:10])[C:2]1[CH:7]=[CH:6][CH:5]=[CH:4][CH:3]=1. (4) Given the reactants Br[C:2]1[CH:11]=[C:10]2[C:5]([CH:6]=[C:7]([NH:41][C:42](=[O:51])[O:43][CH2:44][C:45]3[CH:50]=[CH:49][CH:48]=[CH:47][CH:46]=3)[C:8]([C:12]([NH:14][C:15]3[CH:16]=[N:17][CH:18]=[CH:19][C:20]=3[N:21]3[CH2:26][C@H:25]([CH3:27])[C@H:24]([N:28]4[CH:32]=[CH:31][N:30]=[N:29]4)[C@H:23]([NH:33][C:34]([O:36][C:37]([CH3:40])([CH3:39])[CH3:38])=[O:35])[CH2:22]3)=[O:13])=[N:9]2)=[CH:4][CH:3]=1.[O-]P([O-])([O-])=O.[K+].[K+].[K+].O1CCOCC1.CC1(C)C(C)(C)OB([C:74]2[CH2:75][CH2:76][O:77][CH2:78][CH:79]=2)O1, predict the reaction product. The product is: [C:37]([O:36][C:34]([NH:33][C@H:23]1[C@@H:24]([N:28]2[CH:32]=[CH:31][N:30]=[N:29]2)[C@@H:25]([CH3:27])[CH2:26][N:21]([C:20]2[CH:19]=[CH:18][N:17]=[CH:16][C:15]=2[NH:14][C:12]([C:8]2[C:7]([NH:41][C:42](=[O:51])[O:43][CH2:44][C:45]3[CH:46]=[CH:47][CH:48]=[CH:49][CH:50]=3)=[CH:6][C:5]3[C:10](=[CH:11][C:2]([C:74]4[CH2:79][CH2:78][O:77][CH2:76][CH:75]=4)=[CH:3][CH:4]=3)[N:9]=2)=[O:13])[CH2:22]1)=[O:35])([CH3:39])([CH3:38])[CH3:40]. (5) Given the reactants [Cl:1][C:2]1[CH:3]=[CH:4][C:5]([OH:13])=[C:6](/[CH:8]=[C:9](\[CH3:12])/[CH:10]=O)[CH:7]=1.CC1C=CC(S([NH:24][NH2:25])(=O)=O)=CC=1.[OH-].[Na+].[O:28]1[CH2:33][CH2:32][N:31]([S:34]([C:37]2[CH:38]=[C:39]([CH:43]=[CH:44][CH:45]=2)[C:40](Cl)=[O:41])(=[O:36])=[O:35])[CH2:30][CH2:29]1, predict the reaction product. The product is: [Cl:1][C:2]1[CH:3]=[CH:4][C:5]([OH:13])=[C:6]([C:8]2[C:9]([CH3:12])=[CH:10][N:25]([C:40]([C:39]3[CH:43]=[CH:44][CH:45]=[C:37]([S:34]([N:31]4[CH2:32][CH2:33][O:28][CH2:29][CH2:30]4)(=[O:36])=[O:35])[CH:38]=3)=[O:41])[N:24]=2)[CH:7]=1. (6) Given the reactants [I-:1].[K+].N([O-])=O.[Na+].[CH3:7][O:8][C:9]1[CH:14]=[CH:13][C:12]([C:15]2[C:16]3[N:17]([N:21]=[C:22](N)[N:23]=3)[CH:18]=[CH:19][CH:20]=2)=[CH:11][CH:10]=1.C1(C)C=CC(S(O)(=O)=O)=CC=1, predict the reaction product. The product is: [I:1][C:22]1[N:23]=[C:16]2[C:15]([C:12]3[CH:13]=[CH:14][C:9]([O:8][CH3:7])=[CH:10][CH:11]=3)=[CH:20][CH:19]=[CH:18][N:17]2[N:21]=1.